From a dataset of CYP2C19 inhibition data for predicting drug metabolism from PubChem BioAssay. Regression/Classification. Given a drug SMILES string, predict its absorption, distribution, metabolism, or excretion properties. Task type varies by dataset: regression for continuous measurements (e.g., permeability, clearance, half-life) or binary classification for categorical outcomes (e.g., BBB penetration, CYP inhibition). Dataset: cyp2c19_veith. The drug is O=C(O)c1cccc([As]=[As]c2cccc(C(=O)O)c2)c1. The result is 0 (non-inhibitor).